Predict the product of the given reaction. From a dataset of Forward reaction prediction with 1.9M reactions from USPTO patents (1976-2016). (1) Given the reactants [Cl:1][C:2]1[CH:7]=[CH:6][C:5]([S:8]([NH:11][C@H:12]2[CH2:17][CH2:16][C@H:15]([C:18]([O:20]C)=[O:19])[CH2:14][CH2:13]2)(=[O:10])=[O:9])=[CH:4][C:3]=1[NH:22][CH2:23][CH3:24].Cl, predict the reaction product. The product is: [Cl:1][C:2]1[CH:7]=[CH:6][C:5]([S:8]([NH:11][C@H:12]2[CH2:13][CH2:14][C@H:15]([C:18]([OH:20])=[O:19])[CH2:16][CH2:17]2)(=[O:10])=[O:9])=[CH:4][C:3]=1[NH:22][CH2:23][CH3:24]. (2) Given the reactants Cl.[NH2:2][CH2:3][C:4]1[CH:12]=[CH:11][CH:10]=[C:9]2[C:5]=1[CH2:6][N:7]([CH:14]1[CH2:19][CH2:18][C:17](=[O:20])[NH:16][C:15]1=[O:21])[C:8]2=[O:13].[Cl:22][C:23]1[CH:24]=[C:25]([N:30]=[C:31]=[O:32])[CH:26]=[CH:27][C:28]=1[CH3:29].C(N(C(C)C)CC)(C)C, predict the reaction product. The product is: [Cl:22][C:23]1[CH:24]=[C:25]([NH:30][C:31]([NH:2][CH2:3][C:4]2[CH:12]=[CH:11][CH:10]=[C:9]3[C:5]=2[CH2:6][N:7]([CH:14]2[CH2:19][CH2:18][C:17](=[O:20])[NH:16][C:15]2=[O:21])[C:8]3=[O:13])=[O:32])[CH:26]=[CH:27][C:28]=1[CH3:29]. (3) Given the reactants [CH3:1][N:2](C)[OH:3].[O:5]1[CH2:21][CH2:20][CH2:19][CH2:18][CH2:17][CH2:16][CH2:15][CH2:14][CH2:13][CH2:12][CH2:11][CH2:10][CH2:9][CH2:8][CH2:7][C:6]1=[O:22].[CH3:23]COCC.CO, predict the reaction product. The product is: [CH3:23][O:3][N:2]([CH3:1])[C:6](=[O:22])[CH2:7][CH2:8][CH2:9][CH2:10][CH2:11][CH2:12][CH2:13][CH2:14][CH2:15][CH2:16][CH2:17][CH2:18][CH2:19][CH2:20][CH2:21][OH:5]. (4) Given the reactants [CH:1]([C:4]1[N:13]=[CH:12][C:11]2[CH2:10][CH:9]([C:14]([O-:16])=O)[CH2:8][CH2:7][C:6]=2[N:5]=1)([CH3:3])[CH3:2].[Na+].[NH2:18][CH2:19][CH2:20][NH:21][C:22]([C:24]1[C:25]([C:35]([F:38])([F:37])[F:36])=[N:26][N:27]([C:29]2[CH:34]=[CH:33][CH:32]=[CH:31][CH:30]=2)[CH:28]=1)=[O:23].CCN=C=NCCCN(C)C.Cl.C1C=CC2N(O)N=NC=2C=1.O.C(N(CC)CC)C, predict the reaction product. The product is: [CH:1]([C:4]1[N:13]=[CH:12][C:11]2[CH2:10][CH:9]([C:14]([NH:18][CH2:19][CH2:20][NH:21][C:22]([C:24]3[C:25]([C:35]([F:37])([F:38])[F:36])=[N:26][N:27]([C:29]4[CH:34]=[CH:33][CH:32]=[CH:31][CH:30]=4)[CH:28]=3)=[O:23])=[O:16])[CH2:8][CH2:7][C:6]=2[N:5]=1)([CH3:2])[CH3:3]. (5) Given the reactants Cl.[Cl:2][CH2:3][CH2:4][NH:5][CH2:6][CH2:7][Cl:8].[C:9](O[C:9]([O:11][C:12]([CH3:15])([CH3:14])[CH3:13])=[O:10])([O:11][C:12]([CH3:15])([CH3:14])[CH3:13])=[O:10].C(N(CC)CC)C, predict the reaction product. The product is: [Cl:2][CH2:3][CH2:4][N:5]([CH2:6][CH2:7][Cl:8])[C:9](=[O:10])[O:11][C:12]([CH3:15])([CH3:14])[CH3:13].